Dataset: Retrosynthesis with 50K atom-mapped reactions and 10 reaction types from USPTO. Task: Predict the reactants needed to synthesize the given product. Given the product CCOC(=O)COc1ccc(-c2noc(-c3ccc(OC(C)C)c(C#N)c3)n2)c(Cl)c1, predict the reactants needed to synthesize it. The reactants are: CC(C)Oc1ccc(-c2nc(-c3ccc(O)cc3Cl)no2)cc1C#N.CCOC(=O)CBr.